Binary Classification. Given a miRNA mature sequence and a target amino acid sequence, predict their likelihood of interaction. From a dataset of Experimentally validated miRNA-target interactions with 360,000+ pairs, plus equal number of negative samples. (1) The miRNA is mmu-miR-26a-5p with sequence UUCAAGUAAUCCAGGAUAGGCU. The protein sequence of the target gene is MQQPQPQGQQQPGPGQQLGVQGAAPGAGGGPGGGPGPGPCLRRELKLLESIFHRGHERFRIASACLDELSCEFLLAGAGGAGAGAAPGPHLPSRGSVPGDPVRIHCNITESYPAVPPIWSVESDDPNLAAVLERLVDIKKGNTLLLQHLKRIISDLCKLYNLPQHPDVEMLDQPLPAEQCTQEEVSSEDEDEEMPEDTEDLDHYEMKEEEPAEGKKSEDDGIGKENLAILEKIKKNQRQDYLNGAVSGSVQATDRLMKELRDIYRSQSFKGGNYAVELVNDSLYDWNVKLLKVDQDSALH.... Result: 1 (interaction). (2) The miRNA is hsa-miR-335-5p with sequence UCAAGAGCAAUAACGAAAAAUGU. The protein sequence of the target gene is MDSLATSINQFALELSKKLAESAQGKNIFFSSWSISTSLTIVYLGAKGTTAAQMAQVLQFNRDQGVKCDPESEKKRKMEFNLSNSEEIHSDFQTLISEILKPNDDYLLKTANAIYGEKTYAFHNKYLEDMKTYFGAEPQPVNFVEASDQIRKDINSWVERQTEGKIQNLLPDDSVDSTTRMILVNALYFKGIWEHQFLVQNTTEKPFRINETTSKPVQMMFMKKKLHIFHIEKPKAVGLQLYYKSRDLSLLILLPEDINGLEQLEKAITYEKLNEWTSADMMELYEVQLHLPKFKLEDSY.... Result: 1 (interaction). (3) The miRNA is hsa-miR-4711-5p with sequence UGCAUCAGGCCAGAAGACAUGAG. The protein sequence of the target gene is MALRVTRNTKINAENKAKVSMAGAKRVPVTVTAASKPGLRPRTALGDIGNKVSEELQARVPLKREAKTLGTGKGTVKALPKPVEKVPVCEPEVELAEPEPEPELEHVREEKLSPEPILVDNPSPSPMETSGCAPAEEYLCQAFSDVILAVSDVDADDGADPNLCSEYVKDIYAYLRQLEEEQSVRPKYLQGREVTGNMRAILIDWLIQVQMKFRLLQETMYMTVSIIDRFMQNSCVPKKMLQLVGVTAMFIASKYEEMYPPEIGDFAFVTNNTYTKHQIRQMEMKILRVLNFSLGRPLPL.... Result: 0 (no interaction). (4) The miRNA is cel-miR-253-5p with sequence CUUUUCACACACCUCACUAACA. The protein sequence of the target gene is MTSSGPGPRFLLLLPLLLPPAASASDRPRGRDPVNPEKLLVITVATAETEGYLRFLRSAEFFNYTVRTLGLGEEWRGGDVARTVGGGQKVRWLKKEMEKYADREDMIIMFVDSYDVILAGSPTELLKKFVQSGSRLLFSAESFCWPEWGLAEQYPEVGTGKRFLNSGGFIGFATTIHQIVRQWKYKDDDDDQLFYTRLYLDPGLREKLSLNLDHKSRIFQNLNGALDEVVLKFDRNRVRIRNVAYDTLPIVVHGNGPTKLQLNYLGNYVPNGWTPEGGCGFCNQDRRTLPGGQPPPRVFL.... Result: 0 (no interaction). (5) The miRNA is hsa-miR-3187-3p with sequence UUGGCCAUGGGGCUGCGCGG. The protein sequence of the target gene is MAYRGQGQKVQKVMVQPINLIFRYLQNRSRIQVWLYEQVNMRIEGCIIGFDEYMNLVLDDAEEIHSKTKSRKQLGRIMLKGDNITLLQSVSN. Result: 0 (no interaction). (6) The miRNA is mmu-miR-709 with sequence GGAGGCAGAGGCAGGAGGA. The protein sequence of the target gene is MSDKNQIIARASLIEQLVSKRYFEDIGKQLTELEMIYVSKEHLQETDVVRAVYRVLKNCPSVTLKKKAKCLLAKWRGFYKSTHCKPRQSPKVLHTNANKEESAAVSQDVSQDETSGSSHSEIMGLCSSLSRLLPQDAAKPAAAIGSESSTAQMEINEGYLKGDDSECTRKSSGVFQGTLVSVRSKCVELLYTALASSCTDHTEVHIWQNLAREIEEHIFTLHSNNIKKYKTSIRSKVANLKNPRNFHLQQNFLSGTMSAREFAEMSVLDMASQELKQLRASYTESSIQEHCLPQSVDGTW.... Result: 1 (interaction). (7) Result: 1 (interaction). The miRNA is hsa-miR-548ae-3p with sequence CAAAAACUGCAAUUACUUUCA. The protein sequence of the target gene is MDRGRPAGSPLSASAEPAPLAAAIRDSRPGRTGPGPAGPGGGSRSGSGRPAAANAARERSRVQTLRHAFLELQRTLPSVPPDTKLSKLDVLLLATTYIAHLTRSLQDDAEAPADAGLGALRGDGYLHPVKKWPMRSRLYIGATGQFLKHSVSGEKTNHDNTPTDSQP. (8) The protein sequence of the target gene is MGRYSGKTCRLLFMLVLTAAFFVAELVSGYLGNSIALLSDSFNMLSDLISLCVGLGSGYIARRGPRGSSATYGYVRAEVVGALSNAVFLTALCFTIFVEAVLRLARPERIDDPELVLIVGALGLAVNVVGLLIFQDCGACFSRCTRGRRTRPSQQPSQGDPRGALGCPQEAATATAPGSGTAVTLRGSSAGRKQQEGATVFSNVAGDSLNTENEPEETTKKEKKSEALNIRGVLLHVMGDALGSVVVVITAIIFYVQPLRREDPCNWQCYIDPSLTVVMVIIILSSAFPLIKETAVILLQ.... Result: 1 (interaction). The miRNA is mmu-miR-466l-5p with sequence UUGUGUGUACAUGUACAUGUAU. (9) Result: 0 (no interaction). The miRNA is hsa-miR-3677-5p with sequence CAGUGGCCAGAGCCCUGCAGUG. The protein sequence of the target gene is MTVGRPEGAPGGAEGSRQIFPPESFADTEAGEELSGDGLVLPRASKLDEFLSPEEEIDSTSDSTGSIYQNLQELKQKGRWCLLESLFQSDPESDENLSEDEEDLESFFQDKDRGMVQVQCPQALRCGSTRRCSSLNNLPSNIPRPQTQPPSGSRPPSQHRSVSSWASSITVPRPFRMTLREARKKAEWLGSPASFEQERQRAQRQGEEEAECHRQFRAQPVPAHVYLPLYQEIMERSEARRQAGIQKRKELLLSSLKPFSFLEKEEQLKEAARQRDLAATAEAKISKQKATRRIPKSILE.... (10) The miRNA is hsa-miR-7854-3p with sequence UGAGGUGACCGCAGAUGGGAA. The protein sequence of the target gene is MAAGAGTAGPASGPGVVRDPAASQPRKRPGREGGEGARRSDTMAGGGGSSDGSGRAAGRRASRSSGRARRGRHEPGLGGPAERGAGEARLEEAVNRWVLKFYFHEALRAFRGSRYGDFRQIRDIMQALLVRPLGKEHTVSRLLRVMQCLSRIEEGENLDCSFDMEAELTPLESAINVLEMIKTEFTLTEAVVESSRKLVKEAAVIICIKNKEFEKASKILKKHMSKDPTTQKLRNDLLNIIREKNLAHPVIQNFSYETFQQKMLRFLESHLDDAEPYLLTMAKKALKSESAASSTGKEDK.... Result: 1 (interaction).